The task is: Regression. Given a peptide amino acid sequence and an MHC pseudo amino acid sequence, predict their binding affinity value. This is MHC class II binding data.. This data is from Peptide-MHC class II binding affinity with 134,281 pairs from IEDB. (1) The peptide sequence is LDAAYSVAYKAAVGA. The MHC is HLA-DQA10501-DQB10201 with pseudo-sequence HLA-DQA10501-DQB10201. The binding affinity (normalized) is 0.323. (2) The peptide sequence is VQAPVGAITTIEDPV. The MHC is DRB3_0202 with pseudo-sequence DRB3_0202. The binding affinity (normalized) is 0. (3) The peptide sequence is FAVVDLNKMRAVWVD. The MHC is HLA-DPA10201-DPB10101 with pseudo-sequence HLA-DPA10201-DPB10101. The binding affinity (normalized) is 0.261. (4) The peptide sequence is EICEVVLAKSPDTTC. The MHC is DRB1_0101 with pseudo-sequence DRB1_0101. The binding affinity (normalized) is 0.605. (5) The peptide sequence is DVLFRLENHAETLRA. The MHC is HLA-DQA10401-DQB10402 with pseudo-sequence HLA-DQA10401-DQB10402. The binding affinity (normalized) is 0.401. (6) The peptide sequence is SVRIRVRSGGHDYEG. The MHC is DRB5_0101 with pseudo-sequence DRB5_0101. The binding affinity (normalized) is 0.297. (7) The peptide sequence is RQGIFQTVGSGLDHI. The MHC is DRB3_0101 with pseudo-sequence DRB3_0101. The binding affinity (normalized) is 0.117. (8) The peptide sequence is DLIFLARSALILRGS. The MHC is DRB1_0101 with pseudo-sequence DRB1_0101. The binding affinity (normalized) is 0.820. (9) The peptide sequence is SAALGPLIEGNTSLL. The MHC is HLA-DQA10102-DQB10501 with pseudo-sequence HLA-DQA10102-DQB10501. The binding affinity (normalized) is 0.450. (10) The peptide sequence is EKDSPFKLSSSEPHC. The MHC is DRB1_0301 with pseudo-sequence DRB1_0301. The binding affinity (normalized) is 0.591.